From a dataset of Catalyst prediction with 721,799 reactions and 888 catalyst types from USPTO. Predict which catalyst facilitates the given reaction. (1) Reactant: F[C:2]1[CH:3]=[C:4]([C:12]2[S:16][C:15]([NH:17][C:18](=[O:20])[CH3:19])=[N:14][C:13]=2[CH3:21])[CH:5]=[CH:6][C:7]=1[S:8]([CH3:11])(=[O:10])=[O:9].[CH3:22][N:23]1[CH2:28][CH2:27][NH:26][CH2:25][CH2:24]1. Product: [CH3:11][S:8]([C:7]1[CH:6]=[CH:5][C:4]([C:12]2[S:16][C:15]([NH:17][C:18](=[O:20])[CH3:19])=[N:14][C:13]=2[CH3:21])=[CH:3][C:2]=1[N:26]1[CH2:27][CH2:28][N:23]([CH3:22])[CH2:24][CH2:25]1)(=[O:10])=[O:9]. The catalyst class is: 16. (2) Reactant: [NH2:1][C:2]1[N:7]=[N:6][C:5]([C:8]2[CH:9]=[C:10]([CH:15]=[CH:16][CH:17]=2)[C:11]([O:13][CH3:14])=[O:12])=[CH:4][CH:3]=1.C([O-])(O)=O.[Na+].[Br:23]Br. Product: [NH2:1][C:2]1[N:7]=[N:6][C:5]([C:8]2[CH:9]=[C:10]([CH:15]=[CH:16][CH:17]=2)[C:11]([O:13][CH3:14])=[O:12])=[CH:4][C:3]=1[Br:23]. The catalyst class is: 5.